From a dataset of Aqueous solubility values for 9,982 compounds from the AqSolDB database. Regression/Classification. Given a drug SMILES string, predict its absorption, distribution, metabolism, or excretion properties. Task type varies by dataset: regression for continuous measurements (e.g., permeability, clearance, half-life) or binary classification for categorical outcomes (e.g., BBB penetration, CYP inhibition). For this dataset (solubility_aqsoldb), we predict Y. (1) The drug is Clc1cc(Cl)cc(-c2c(Cl)c(Cl)cc(Cl)c2Cl)c1. The Y is -8.27 log mol/L. (2) The drug is CCOCCOC(=O)C(C)Oc1ccc(Oc2ncc(C(F)(F)F)cc2Cl)cc1. The Y is -5.87 log mol/L. (3) The drug is NCCCCCCCCCCN. The Y is 1.53 log mol/L. (4) The compound is O=C1c2ccccc2C(=O)c2c1ccc1c2[nH]c2ccc3c4ccccc4c(=O)c4ccc1c2c43. The Y is -5.51 log mol/L. (5) The compound is OCCNCCO. The Y is 0.958 log mol/L. (6) The molecule is CCC(C)c1ccc(O)cc1. The Y is -2.19 log mol/L. (7) The drug is CC(O)C1(O)CCC2C3CCC4=CC(=O)CCC4(C)C3CCC21C. The Y is -4.16 log mol/L.